This data is from CYP1A2 inhibition data for predicting drug metabolism from PubChem BioAssay. The task is: Regression/Classification. Given a drug SMILES string, predict its absorption, distribution, metabolism, or excretion properties. Task type varies by dataset: regression for continuous measurements (e.g., permeability, clearance, half-life) or binary classification for categorical outcomes (e.g., BBB penetration, CYP inhibition). Dataset: cyp1a2_veith. (1) The compound is Cn1c(=O)c2c(nc(N3CCN(c4ccccn4)CC3)n2Cc2ccccc2Cl)n(C)c1=O. The result is 0 (non-inhibitor). (2) The drug is CCOC(=O)C(NC(C)=O)C(OC(C)=O)c1cccc(N(CCO)CCO)c1. The result is 0 (non-inhibitor). (3) The drug is CC(Sc1nnc(Cc2cccs2)n1C1CCCCC1)C(N)=O. The result is 0 (non-inhibitor). (4) The compound is COc1cccc(Nc2ncc3ncc(=O)n(Cc4cccs4)c3n2)c1. The result is 1 (inhibitor). (5) The molecule is C[C@@H](C(=O)Nc1ccc2ccccc2c1)[C@H]1C[C@]1(C)[C@H](NC(=O)c1ccccc1)c1ccccc1. The result is 0 (non-inhibitor). (6) The compound is CCSc1nnc(NC(=O)C(C(F)(F)F)C(F)(F)F)s1. The result is 1 (inhibitor). (7) The drug is Cc1noc(C)c1C(=O)N1CCC[C@@]2(CCN(C(=O)NC(C)C)C2)C1. The result is 0 (non-inhibitor). (8) The result is 0 (non-inhibitor). The drug is CC(C)[C@H]1C(=O)C(C(N)=O)=C(O)[C@]2(O)C(=O)C3=C(O)c4c(O)ccc(N(C)C)c4C[C@H]3C[C@@H]12.